From a dataset of NCI-60 drug combinations with 297,098 pairs across 59 cell lines. Regression. Given two drug SMILES strings and cell line genomic features, predict the synergy score measuring deviation from expected non-interaction effect. (1) Drug 1: C1CN1C2=NC(=NC(=N2)N3CC3)N4CC4. Drug 2: CC1=CC2C(CCC3(C2CCC3(C(=O)C)OC(=O)C)C)C4(C1=CC(=O)CC4)C. Cell line: NCI-H322M. Synergy scores: CSS=-1.97, Synergy_ZIP=2.70, Synergy_Bliss=2.03, Synergy_Loewe=-5.96, Synergy_HSA=-4.90. (2) Drug 2: CC1OCC2C(O1)C(C(C(O2)OC3C4COC(=O)C4C(C5=CC6=C(C=C35)OCO6)C7=CC(=C(C(=C7)OC)O)OC)O)O. Synergy scores: CSS=26.5, Synergy_ZIP=1.88, Synergy_Bliss=7.87, Synergy_Loewe=5.90, Synergy_HSA=9.68. Drug 1: COC1=C(C=C2C(=C1)N=CN=C2NC3=CC(=C(C=C3)F)Cl)OCCCN4CCOCC4. Cell line: UACC-257. (3) Drug 1: CNC(=O)C1=CC=CC=C1SC2=CC3=C(C=C2)C(=NN3)C=CC4=CC=CC=N4. Drug 2: CC1=C(C(=O)C2=C(C1=O)N3CC4C(C3(C2COC(=O)N)OC)N4)N. Cell line: KM12. Synergy scores: CSS=28.4, Synergy_ZIP=3.22, Synergy_Bliss=7.40, Synergy_Loewe=6.54, Synergy_HSA=9.78. (4) Drug 1: C1=NNC2=C1C(=O)NC=N2. Drug 2: CC1C(C(CC(O1)OC2CC(CC3=C2C(=C4C(=C3O)C(=O)C5=CC=CC=C5C4=O)O)(C(=O)C)O)N)O. Cell line: K-562. Synergy scores: CSS=30.8, Synergy_ZIP=-0.779, Synergy_Bliss=1.25, Synergy_Loewe=-19.2, Synergy_HSA=2.27. (5) Drug 1: CC12CCC3C(C1CCC2=O)CC(=C)C4=CC(=O)C=CC34C. Drug 2: CC1=C(C(CCC1)(C)C)C=CC(=CC=CC(=CC(=O)O)C)C. Cell line: 786-0. Synergy scores: CSS=29.6, Synergy_ZIP=0.820, Synergy_Bliss=-1.51, Synergy_Loewe=-2.03, Synergy_HSA=-2.89. (6) Drug 1: CCCS(=O)(=O)NC1=C(C(=C(C=C1)F)C(=O)C2=CNC3=C2C=C(C=N3)C4=CC=C(C=C4)Cl)F. Drug 2: CCC1(CC2CC(C3=C(CCN(C2)C1)C4=CC=CC=C4N3)(C5=C(C=C6C(=C5)C78CCN9C7C(C=CC9)(C(C(C8N6C=O)(C(=O)OC)O)OC(=O)C)CC)OC)C(=O)OC)O.OS(=O)(=O)O. Cell line: HCT-15. Synergy scores: CSS=2.81, Synergy_ZIP=3.70, Synergy_Bliss=2.52, Synergy_Loewe=-2.71, Synergy_HSA=-0.585.